From a dataset of Peptide-MHC class I binding affinity with 185,985 pairs from IEDB/IMGT. Regression. Given a peptide amino acid sequence and an MHC pseudo amino acid sequence, predict their binding affinity value. This is MHC class I binding data. The peptide sequence is GQQRSTLERTSKASL. The MHC is HLA-B44:03 with pseudo-sequence HLA-B44:03. The binding affinity (normalized) is 0.0868.